From a dataset of Peptide-MHC class II binding affinity with 134,281 pairs from IEDB. Regression. Given a peptide amino acid sequence and an MHC pseudo amino acid sequence, predict their binding affinity value. This is MHC class II binding data. (1) The MHC is HLA-DQA10501-DQB10201 with pseudo-sequence HLA-DQA10501-DQB10201. The peptide sequence is GNIVAVDIKPKDSDE. The binding affinity (normalized) is 0.304. (2) The peptide sequence is ILLLDYMTSTNTNNS. The MHC is H-2-IAb with pseudo-sequence H-2-IAb. The binding affinity (normalized) is 0.236. (3) The peptide sequence is AFKVAATAANAAFAN. The MHC is DRB1_1001 with pseudo-sequence DRB1_1001. The binding affinity (normalized) is 0.918. (4) The peptide sequence is VGFPTHRHIQGDPCP. The MHC is DRB1_0101 with pseudo-sequence DRB1_0101. The binding affinity (normalized) is 0.0490. (5) The peptide sequence is QVVLSSMINPLVMST. The MHC is DRB4_0101 with pseudo-sequence DRB4_0103. The binding affinity (normalized) is 0.715. (6) The binding affinity (normalized) is 0. The peptide sequence is NGDGDVVAVDIKEKG. The MHC is DRB1_0901 with pseudo-sequence DRB1_0901. (7) The peptide sequence is AGWDTVLQSITTILA. The MHC is HLA-DPA10103-DPB10401 with pseudo-sequence HLA-DPA10103-DPB10401. The binding affinity (normalized) is 0.292. (8) The peptide sequence is SIISHNFCNLTSAFN. The MHC is DRB1_0101 with pseudo-sequence DRB1_0101. The binding affinity (normalized) is 0.424.